From a dataset of Full USPTO retrosynthesis dataset with 1.9M reactions from patents (1976-2016). Predict the reactants needed to synthesize the given product. (1) Given the product [CH2:22]([N:13]1[C:14](=[O:21])[CH:15]=[CH:20][C:11]([C:10]2[C:9]3[C:4](=[C:5]([Br:37])[CH:6]=[CH:7][CH:8]=3)[N:3]([CH2:33][C:34]([OH:36])=[O:35])[C:2]=2[CH3:1])=[N:12]1)[C:23]1[CH:24]=[CH:25][CH:26]=[CH:27][CH:28]=1, predict the reactants needed to synthesize it. The reactants are: [CH3:1][C:2]1[N:3]([CH2:33][C:34]([OH:36])=[O:35])[C:4]2[C:9]([C:10]=1[C:11]1[C:20]3[C:15](=CC=CC=3)[C:14](=[O:21])[N:13]([CH2:22][C:23]3[CH:28]=[CH:27][C:26](C(F)(F)F)=[CH:25][CH:24]=3)[N:12]=1)=[CH:8][CH:7]=[CH:6][CH:5]=2.[Br:37]C1C=CC=C2C=1N(CC(OC)=O)C(C)=C2C1N=NC(O)=CC=1. (2) Given the product [Cl:13][C:4]1[CH2:5][C:6]([CH3:9])([CH3:8])[CH2:7][C:2](=[O:1])[CH:3]=1, predict the reactants needed to synthesize it. The reactants are: [OH:1][C:2]1[CH2:7][C:6]([CH3:9])([CH3:8])[CH2:5][C:4](=O)[CH:3]=1.O=P(Cl)(Cl)[Cl:13]. (3) Given the product [ClH:39].[C:1]([C:3]1[N:8]=[N:7][CH:6]=[C:5]([N:9]2[CH:13]=[CH:12][C:11]([N:14]3[CH2:19][C@@H:18]([CH3:20])[O:17][C@H:16]([C@@H:21]([OH:29])[C:22]([OH:24])=[O:23])[C:15]3=[O:30])=[N:10]2)[CH:4]=1)#[N:2], predict the reactants needed to synthesize it. The reactants are: [C:1]([C:3]1[N:8]=[N:7][CH:6]=[C:5]([N:9]2[CH:13]=[CH:12][C:11]([N:14]3[CH2:19][C@@H:18]([CH3:20])[O:17][C@H:16]([C@@H:21]([OH:29])[C:22]([O:24]C(C)(C)C)=[O:23])[C:15]3=[O:30])=[N:10]2)[CH:4]=1)#[N:2].FC(F)(F)C(O)=O.C(Cl)[Cl:39]. (4) Given the product [C:31]([C:30]1[N:26]=[C:25]([CH:11]2[CH2:12][CH:13]([C:15]3[CH:20]=[CH:19][C:18]([C:21]([F:22])([F:23])[F:24])=[CH:17][CH:16]=3)[CH2:14][N:9]([C:7]([N:1]3[CH2:6][CH2:5][O:4][CH2:3][CH2:2]3)=[O:8])[CH2:10]2)[S:27][CH:29]=1)([CH3:34])([CH3:33])[CH3:32], predict the reactants needed to synthesize it. The reactants are: [N:1]1([C:7]([N:9]2[CH2:14][CH:13]([C:15]3[CH:20]=[CH:19][C:18]([C:21]([F:24])([F:23])[F:22])=[CH:17][CH:16]=3)[CH2:12][CH:11]([C:25](=[S:27])[NH2:26])[CH2:10]2)=[O:8])[CH2:6][CH2:5][O:4][CH2:3][CH2:2]1.Br[CH2:29][C:30](=O)[C:31]([CH3:34])([CH3:33])[CH3:32]. (5) Given the product [CH3:2][C@@H:3]1[CH2:8][N:7]([C:9]2[CH:10]=[CH:11][C:12]3[O:22][CH2:23][C:24](=[O:26])[NH:15][C:13]=3[N:14]=2)[C@H:6]([C:29]2[CH:30]=[CH:31][CH:32]=[CH:33][CH:34]=2)[CH2:5][O:4]1, predict the reactants needed to synthesize it. The reactants are: Cl.[CH3:2][C@@H:3]1[CH2:8][N:7]([C:9]2[N:14]=[C:13]([NH:15]C(=O)C(C)(C)C)[C:12]([O:22][CH2:23][C:24]([O:26]CC)=O)=[CH:11][CH:10]=2)[C@H:6]([C:29]2[CH:34]=[CH:33][CH:32]=[CH:31][CH:30]=2)[CH2:5][O:4]1. (6) The reactants are: [O:1]([C:8]1[CH:13]=[CH:12][C:11]([OH:14])=[CH:10][CH:9]=1)[C:2]1[CH:7]=[CH:6][CH:5]=[CH:4][CH:3]=1.Br[C:16]1[CH:21]=[CH:20][C:19]([Br:22])=[CH:18][N:17]=1.C(=O)([O-])[O-].[K+].[K+]. Given the product [Br:22][C:19]1[CH:20]=[CH:21][C:16]([O:14][C:11]2[CH:10]=[CH:9][C:8]([O:1][C:2]3[CH:7]=[CH:6][CH:5]=[CH:4][CH:3]=3)=[CH:13][CH:12]=2)=[N:17][CH:18]=1, predict the reactants needed to synthesize it. (7) Given the product [CH:1]1([C:4]2[CH:5]=[N:6][C:7]([NH:13][C:14]3[CH:15]=[C:16]4[C:20](=[CH:21][CH:22]=3)[N:19]([CH2:23][C:24]3[CH:29]=[CH:28][CH:27]=[C:26]([CH2:30][CH2:31][CH2:32][O:33][CH3:34])[CH:25]=3)[CH:18]=[CH:17]4)=[C:8]([CH:12]=2)[C:9]([OH:11])=[O:10])[CH2:3][CH2:2]1, predict the reactants needed to synthesize it. The reactants are: [CH:1]1([C:4]2[CH:5]=[N:6][C:7]([NH:13][C:14]3[CH:15]=[C:16]4[C:20](=[CH:21][CH:22]=3)[N:19]([CH2:23][C:24]3[CH:29]=[CH:28][CH:27]=[C:26](/[CH:30]=[CH:31]/[CH2:32][O:33][CH3:34])[CH:25]=3)[CH:18]=[CH:17]4)=[C:8]([CH:12]=2)[C:9]([OH:11])=[O:10])[CH2:3][CH2:2]1. (8) Given the product [ClH:38].[NH2:22][C@@H:19]1[CH2:20][CH2:21][N:17]([C:3]2[C:2]([Br:1])=[CH:7][N:6]=[C:5]3[NH:8][CH:9]=[C:10]([NH:11][C:12](=[O:16])[C@@H:13]([OH:15])[CH3:14])[C:4]=23)[CH2:18]1, predict the reactants needed to synthesize it. The reactants are: [Br:1][C:2]1[C:3]([N:17]2[CH2:21][CH2:20][C@@H:19]([NH:22]C(=O)OC(C)(C)C)[CH2:18]2)=[C:4]2[C:10]([NH:11][C:12](=[O:16])[C@@H:13]([OH:15])[CH3:14])=[CH:9][NH:8][C:5]2=[N:6][CH:7]=1.C(O)(C(F)(F)F)=O.C(Cl)[Cl:38]. (9) Given the product [C:1]([O:5][C:6]([N:8]1[CH2:22][CH2:21][C:11]2[N:12]([CH3:25])[C:13]3[C:14]([CH3:20])=[CH:15][C:16]([CH3:19])=[CH:17][C:18]=3[C:10]=2[CH2:9]1)=[O:7])([CH3:4])([CH3:2])[CH3:3], predict the reactants needed to synthesize it. The reactants are: [C:1]([O:5][C:6]([N:8]1[CH2:22][CH2:21][C:11]2[NH:12][C:13]3[C:14]([CH3:20])=[CH:15][C:16]([CH3:19])=[CH:17][C:18]=3[C:10]=2[CH2:9]1)=[O:7])([CH3:4])([CH3:3])[CH3:2].[OH-].[K+].[CH3:25]OCCOC. (10) Given the product [F:25][C:11]1[CH:10]=[C:9]([NH:8][C:4]2[N:5]=[CH:6][N:7]=[C:2]([C:38]3[CH:39]=[CH:40][C:33]([O:32][CH:29]4[CH2:30][CH2:31][O:26][CH2:27][CH2:28]4)=[C:34]([CH:37]=3)[C:35]#[N:36])[N:3]=2)[CH:14]=[CH:13][C:12]=1[N:15]1[CH2:20][CH2:19][N:18]([CH:21]2[CH2:24][O:23][CH2:22]2)[CH2:17][CH2:16]1, predict the reactants needed to synthesize it. The reactants are: Cl[C:2]1[N:7]=[CH:6][N:5]=[C:4]([NH:8][C:9]2[CH:14]=[CH:13][C:12]([N:15]3[CH2:20][CH2:19][N:18]([CH:21]4[CH2:24][O:23][CH2:22]4)[CH2:17][CH2:16]3)=[C:11]([F:25])[CH:10]=2)[N:3]=1.[O:26]1[CH2:31][CH2:30][CH:29]([O:32][C:33]2[CH:40]=[CH:39][C:38](B3OC(C)(C)C(C)(C)O3)=[CH:37][C:34]=2[C:35]#[N:36])[CH2:28][CH2:27]1.C1(P(C2C=CC=CC=2)C2C=CC=CC=2)C=CC=CC=1.C(=O)([O-])[O-].[Na+].[Na+].